Predict the reaction yield, written as a fraction of the theoretical maximum amount of product (1.0 means a 100% yield; for example, 0.34 means a 34% yield). From a dataset of Reaction yield outcomes from USPTO patents with 853,638 reactions. (1) The reactants are Cl.[CH3:2][O:3][C:4]([CH:6]1[C:11](=[O:12])[CH2:10][CH2:9][N:8](CC2C=CC=CC=2)[CH2:7]1)=[O:5].C(N(CC)CC)C.[CH3:39][C:38]([O:37][C:35](O[C:35]([O:37][C:38]([CH3:41])([CH3:40])[CH3:39])=[O:36])=[O:36])([CH3:41])[CH3:40]. The catalyst is CCO. The product is [CH3:2][O:3][C:4]([CH:6]1[C:11](=[O:12])[CH2:10][CH2:9][N:8]([C:35]([O:37][C:38]([CH3:39])([CH3:40])[CH3:41])=[O:36])[CH2:7]1)=[O:5]. The yield is 0.890. (2) The reactants are [N:1]1[CH:6]=[CH:5][CH:4]=[CH:3][C:2]=1[CH2:7][CH2:8][CH2:9][OH:10].C[N+]1([O-])CCOCC1. The catalyst is C(Cl)Cl.CCC[N+](CCC)(CCC)CCC.[O-][Ru](=O)(=O)=O. The product is [N:1]1[CH:6]=[CH:5][CH:4]=[CH:3][C:2]=1[CH2:7][CH2:8][CH:9]=[O:10]. The yield is 0.110. (3) The reactants are [C:1]([C:5]1[CH:10]=[C:9]([Br:11])[C:8]([N+:12]([O-:14])=[O:13])=[CH:7][C:6]=1[OH:15])([CH3:4])([CH3:3])[CH3:2].[C:16]([O-])([O-])=O.[Cs+].[Cs+].CI. The catalyst is CN(C=O)C.O. The product is [C:1]([C:5]1[CH:10]=[C:9]([Br:11])[C:8]([N+:12]([O-:14])=[O:13])=[CH:7][C:6]=1[O:15][CH3:16])([CH3:4])([CH3:2])[CH3:3]. The yield is 0.690. (4) The product is [C:21]([C:18]1[CH:19]=[CH:20][N:15]2[N:14]=[CH:13][C:12]([C:7]3[N:6]=[C:5]4[C:10]([NH:11][C:3](=[O:2])[N:4]4[C@H:23]4[CH2:28][CH2:27][CH2:26][N:25]([S:31]([N:30]([CH3:35])[CH3:29])(=[O:33])=[O:32])[CH2:24]4)=[CH:9][N:8]=3)=[C:16]2[CH:17]=1)#[N:22]. The catalyst is CN(C=O)C. The reactants are Cl.[O:2]=[C:3]1[NH:11][C:10]2[C:5](=[N:6][C:7]([C:12]3[CH:13]=[N:14][N:15]4[CH:20]=[CH:19][C:18]([C:21]#[N:22])=[CH:17][C:16]=34)=[N:8][CH:9]=2)[N:4]1[C@H:23]1[CH2:28][CH2:27][CH2:26][NH:25][CH2:24]1.[CH3:29][N:30]([CH3:35])[S:31](Cl)(=[O:33])=[O:32]. The yield is 0.380. (5) The reactants are [C:1]([C:5]1[CH:10]=[CH:9][C:8]([OH:11])=[C:7]([Cl:12])[CH:6]=1)([CH3:4])([CH3:3])[CH3:2].CCN(CC)CC.Cl[C:21]([O:23][CH3:24])=[O:22]. The yield is 0.920. The catalyst is ClCCl.CN(C1C=CN=CC=1)C. The product is [C:21](=[O:22])([O:23][CH3:24])[O:11][C:8]1[CH:9]=[CH:10][C:5]([C:1]([CH3:4])([CH3:2])[CH3:3])=[CH:6][C:7]=1[Cl:12]. (6) The reactants are [Si:1]([O:8][CH2:9][C:10]1([CH3:38])[S:16][CH2:15][CH2:14][N:13]2[C:17]([C:20]3([C:23]4[CH:28]=[CH:27][C:26](B5OC(C)(C)C(C)(C)O5)=[CH:25][CH:24]=4)[CH2:22][CH2:21]3)=[N:18][N:19]=[C:12]2[CH2:11]1)([C:4]([CH3:7])([CH3:6])[CH3:5])([CH3:3])[CH3:2].Br[C:40]1[CH:41]=[CH:42][C:43](=[O:47])[N:44]([CH3:46])[CH:45]=1.C(=O)([O-])[O-].[K+].[K+].C(=O)([O-])O.[Na+]. The product is [Si:1]([O:8][CH2:9][C:10]1([CH3:38])[S:16][CH2:15][CH2:14][N:13]2[C:17]([C:20]3([C:23]4[CH:28]=[CH:27][C:26]([C:40]5[CH:41]=[CH:42][C:43](=[O:47])[N:44]([CH3:46])[CH:45]=5)=[CH:25][CH:24]=4)[CH2:21][CH2:22]3)=[N:18][N:19]=[C:12]2[CH2:11]1)([C:4]([CH3:7])([CH3:6])[CH3:5])([CH3:3])[CH3:2]. The yield is 0.750. The catalyst is C(COC)OC.O.C1C=CC([P]([Pd]([P](C2C=CC=CC=2)(C2C=CC=CC=2)C2C=CC=CC=2)([P](C2C=CC=CC=2)(C2C=CC=CC=2)C2C=CC=CC=2)[P](C2C=CC=CC=2)(C2C=CC=CC=2)C2C=CC=CC=2)(C2C=CC=CC=2)C2C=CC=CC=2)=CC=1.